From a dataset of Catalyst prediction with 721,799 reactions and 888 catalyst types from USPTO. Predict which catalyst facilitates the given reaction. The catalyst class is: 3. Product: [C:13]([C:3]1[CH:4]=[C:5]([CH:10]=[CH:11][C:2]=1[OH:1])[C:6]([O:8][CH3:9])=[O:7])#[N:14]. Reactant: [OH:1][C:2]1[CH:11]=[CH:10][C:5]([C:6]([O:8][CH3:9])=[O:7])=[CH:4][C:3]=1I.[CH3:13][N:14](C(ON1N=NC2C=CC=CC1=2)=[N+](C)C)C.F[P-](F)(F)(F)(F)F.C1C=CC2N(O)N=NC=2C=1.Cl.CNOC.CCN(C(C)C)C(C)C.